From a dataset of Forward reaction prediction with 1.9M reactions from USPTO patents (1976-2016). Predict the product of the given reaction. (1) Given the reactants [O:1]1[CH2:5][CH2:4][O:3][CH:2]1[CH2:6][O:7][C:8]1[CH:13]=[CH:12][C:11]([CH:14]2[CH2:19][CH2:18][N:17]([C:20]([O:22][C:23]([CH3:26])([CH3:25])[CH3:24])=[O:21])[CH2:16][CH:15]2[OH:27])=[CH:10][CH:9]=1.Br[CH2:29][C:30]1[CH:39]=[CH:38][C:37]2[C:32](=[CH:33][CH:34]=[CH:35][CH:36]=2)[CH:31]=1, predict the reaction product. The product is: [O:1]1[CH2:5][CH2:4][O:3][CH:2]1[CH2:6][O:7][C:8]1[CH:13]=[CH:12][C:11]([CH:14]2[CH2:19][CH2:18][N:17]([C:20]([O:22][C:23]([CH3:24])([CH3:26])[CH3:25])=[O:21])[CH2:16][CH:15]2[O:27][CH2:29][C:30]2[CH:39]=[CH:38][C:37]3[C:32](=[CH:33][CH:34]=[CH:35][CH:36]=3)[CH:31]=2)=[CH:10][CH:9]=1. (2) Given the reactants Br[C:2]1[C:3]([F:12])=[C:4]([CH:8]=[C:9]([CH3:11])[CH:10]=1)[C:5]([OH:7])=[O:6].[F:13][C:14]1[CH:15]=[C:16](B(O)O)[CH:17]=[CH:18][CH:19]=1.C([O-])([O-])=O.[K+].[K+].Cl, predict the reaction product. The product is: [F:12][C:3]1[C:2]([C:18]2[CH:17]=[CH:16][CH:15]=[C:14]([F:13])[CH:19]=2)=[CH:10][C:9]([CH3:11])=[CH:8][C:4]=1[C:5]([OH:7])=[O:6]. (3) Given the reactants [NH2:1][CH2:2][C:3]1[C:8]([CH2:9][CH3:10])=[N:7][C:6]2[N:11]([CH2:14][CH3:15])[N:12]=[CH:13][C:5]=2[C:4]=1[NH:16][CH:17]1[CH2:22][CH2:21][O:20][CH2:19][CH2:18]1.[F:23][C:24]([F:34])([F:33])[C:25]1[O:29][C:28]([C:30](O)=[O:31])=[CH:27][CH:26]=1, predict the reaction product. The product is: [CH2:14]([N:11]1[C:6]2=[N:7][C:8]([CH2:9][CH3:10])=[C:3]([CH2:2][NH:1][C:30]([C:28]3[O:29][C:25]([C:24]([F:34])([F:23])[F:33])=[CH:26][CH:27]=3)=[O:31])[C:4]([NH:16][CH:17]3[CH2:18][CH2:19][O:20][CH2:21][CH2:22]3)=[C:5]2[CH:13]=[N:12]1)[CH3:15].